From a dataset of Catalyst prediction with 721,799 reactions and 888 catalyst types from USPTO. Predict which catalyst facilitates the given reaction. (1) Reactant: NN.[Si:3]([O:10][CH2:11][C:12]1[CH:13]=[C:14]([CH:27]=[CH:28][CH:29]=1)[CH2:15][N:16]1C(=O)C2C(=CC=CC=2)C1=O)([C:6]([CH3:9])([CH3:8])[CH3:7])([CH3:5])[CH3:4].O.ClCCl. Product: [Si:3]([O:10][CH2:11][C:12]1[CH:13]=[C:14]([CH:27]=[CH:28][CH:29]=1)[CH2:15][NH2:16])([C:6]([CH3:9])([CH3:8])[CH3:7])([CH3:5])[CH3:4]. The catalyst class is: 8. (2) Reactant: [CH3:1]N(C(OC)OC)C.[Cl:9][C:10]1[CH:15]=[CH:14][CH:13]=[CH:12][C:11]=1[NH:16][C:17]([C:19]1[C:20]([CH3:27])=[N:21][C:22]([S:25][CH3:26])=[N:23][CH:24]=1)=[O:18]. Product: [Cl:9][C:10]1[CH:15]=[CH:14][CH:13]=[CH:12][C:11]=1[N:16]1[CH:1]=[CH:27][C:20]2[N:21]=[C:22]([S:25][CH3:26])[N:23]=[CH:24][C:19]=2[C:17]1=[O:18]. The catalyst class is: 3. (3) Reactant: [Cl:1][C:2]1[CH:7]=[CH:6][N:5]=[C:4]([NH2:8])[C:3]=1[NH2:9].[CH3:10][N:11]([CH3:21])[C:12]1[CH:13]=[CH:14][C:15]([C:18](O)=O)=[N:16][CH:17]=1.[Cl-].[NH4+].[OH-].[Na+]. Product: [Cl:1][C:2]1[CH:7]=[CH:6][N:5]=[C:4]2[NH:8][C:18]([C:15]3[N:16]=[CH:17][C:12]([N:11]([CH3:21])[CH3:10])=[CH:13][CH:14]=3)=[N:9][C:3]=12. The catalyst class is: 6. (4) Product: [C:22]([CH2:2][C:3]1[C:8]2[N:9]=[C:10]([C:12]3[CH:17]=[CH:16][C:15]([O:18][CH3:19])=[CH:14][CH:13]=3)[S:11][C:7]=2[CH:6]=[C:5]([O:20][CH3:21])[CH:4]=1)#[N:23]. Reactant: Br[CH2:2][C:3]1[C:8]2[N:9]=[C:10]([C:12]3[CH:17]=[CH:16][C:15]([O:18][CH3:19])=[CH:14][CH:13]=3)[S:11][C:7]=2[CH:6]=[C:5]([O:20][CH3:21])[CH:4]=1.[C-:22]#[N:23].[K+]. The catalyst class is: 40.